Predict the reactants needed to synthesize the given product. From a dataset of Full USPTO retrosynthesis dataset with 1.9M reactions from patents (1976-2016). Given the product [O:14]1[CH:15]=[N:2][N:1]=[C:3]1[C@H:4]([NH:6][C:7](=[O:13])[O:8][C:9]([CH3:10])([CH3:12])[CH3:11])[CH3:5], predict the reactants needed to synthesize it. The reactants are: [NH:1]([C:3](=[O:14])[C@H:4]([NH:6][C:7](=[O:13])[O:8][C:9]([CH3:12])([CH3:11])[CH3:10])[CH3:5])[NH2:2].[CH:15](OCC)(OCC)OCC.